From a dataset of Reaction yield outcomes from USPTO patents with 853,638 reactions. Predict the reaction yield, written as a fraction of the theoretical maximum amount of product (1.0 means a 100% yield; for example, 0.34 means a 34% yield). (1) The reactants are [F:1][C:2]1[CH:18]=[CH:17][C:5]([C:6]([N:8]2[CH2:13][CH2:12][CH2:11][C@H:10]([C:14]([NH2:16])=[O:15])[CH2:9]2)=[O:7])=[CH:4][CH:3]=1.[F:19][C:20]1[CH:29]=[CH:28][CH:27]=[CH:26][C:21]=1[C:22](=O)[CH2:23]Br.C(OCC)(=O)C. The catalyst is CN1CCCC1=O. The product is [F:1][C:2]1[CH:3]=[CH:4][C:5]([C:6]([N:8]2[CH2:13][CH2:12][CH2:11][C@H:10]([C:14]3[O:15][CH:23]=[C:22]([C:21]4[CH:26]=[CH:27][CH:28]=[CH:29][C:20]=4[F:19])[N:16]=3)[CH2:9]2)=[O:7])=[CH:17][CH:18]=1. The yield is 0.150. (2) The reactants are [NH2:1][C:2]1[CH:7]=[CH:6][CH:5]=[CH:4][CH:3]=1.C(N(CC)CC)C.Cl[C:16](=[O:22])[CH2:17][C:18]([O:20][CH3:21])=[O:19]. The catalyst is C(Cl)Cl. The product is [CH3:21][O:20][C:18](=[O:19])[CH2:17][C:16]([NH:1][C:2]1[CH:7]=[CH:6][CH:5]=[CH:4][CH:3]=1)=[O:22]. The yield is 0.933. (3) The yield is 0.270. The catalyst is CC(O)C.[Cl-].[Zn+2].[Cl-]. The reactants are Br[CH:2]1[CH2:7][CH2:6][CH2:5][CH:4]([C:8]([N:10]2[CH2:15][CH2:14][CH2:13][CH2:12][CH2:11]2)=[O:9])[C:3]1=O.[F:17][CH2:18][CH2:19][NH:20][C:21]1[CH:26]=[CH:25][CH:24]=[CH:23][CH:22]=1. The product is [F:17][CH2:18][CH2:19][N:20]1[C:2]2[CH2:7][CH2:6][CH2:5][CH:4]([C:8]([N:10]3[CH2:15][CH2:14][CH2:13][CH2:12][CH2:11]3)=[O:9])[C:3]=2[C:26]2[C:21]1=[CH:22][CH:23]=[CH:24][CH:25]=2. (4) The reactants are [Cl:1][C:2]1[C:7]([NH2:8])=[CH:6][CH:5]=[CH:4][N:3]=1.[CH3:9][S:10](Cl)(=[O:12])=[O:11].C(N(CC)CC)C. The catalyst is ClCCl.O. The product is [Cl:1][C:2]1[C:7]([NH:8][S:10]([CH3:9])(=[O:12])=[O:11])=[CH:6][CH:5]=[CH:4][N:3]=1. The yield is 0.930. (5) The catalyst is C(OCC)C. The yield is 0.830. The product is [C:8]1([C:18]2[CH:23]=[CH:22][CH:21]=[CH:20][CH:19]=2)[CH:13]=[CH:12][C:11]([S:14]([O:3][CH2:2][C:1]([O:5][CH2:6][CH3:7])=[O:4])(=[O:16])=[O:15])=[CH:10][CH:9]=1. The reactants are [C:1]([O:5][CH2:6][CH3:7])(=[O:4])[CH2:2][OH:3].[C:8]1([C:18]2[CH:23]=[CH:22][CH:21]=[CH:20][CH:19]=2)[CH:13]=[CH:12][C:11]([S:14](Cl)(=[O:16])=[O:15])=[CH:10][CH:9]=1.C(N(CC)CC)C.O.